Predict the product of the given reaction. From a dataset of Forward reaction prediction with 1.9M reactions from USPTO patents (1976-2016). (1) Given the reactants [NH:1]=[C:2]1[N:6]([C:7]2[S:8][CH:9]=[C:10]([C:12]3[CH:19]=[CH:18][C:15]([C:16]#[N:17])=[CH:14][CH:13]=3)[N:11]=2)[C:5]([CH3:21])([CH3:20])[CH2:4][O:3]1.C(N(CC)CC)C.[C:29](Cl)(=[O:31])[CH3:30].O, predict the reaction product. The product is: [C:16]([C:15]1[CH:14]=[CH:13][C:12]([C:10]2[N:11]=[C:7]([N:6]3[C:5]([CH3:21])([CH3:20])[CH2:4][O:3]/[C:2]/3=[N:1]\[C:29](=[O:31])[CH3:30])[S:8][CH:9]=2)=[CH:19][CH:18]=1)#[N:17]. (2) The product is: [CH:1]1[C:10]2[C:5](=[CH:6][CH:7]=[CH:8][CH:9]=2)[CH:4]=[CH:3][C:2]=1[NH:11][CH2:12][CH2:13][NH:14][S:30]([C:27]1[CH:28]=[CH:29][C:24]([CH:22]=[CH2:23])=[CH:25][CH:26]=1)(=[O:32])=[O:31]. Given the reactants [CH:1]1[C:10]2[C:5](=[CH:6][CH:7]=[CH:8][CH:9]=2)[CH:4]=[CH:3][C:2]=1[NH:11][CH2:12][CH2:13][NH2:14].C(N(CC)CC)C.[CH:22]([C:24]1[CH:29]=[CH:28][C:27]([S:30](Cl)(=[O:32])=[O:31])=[CH:26][CH:25]=1)=[CH2:23], predict the reaction product. (3) Given the reactants C(O[C:6]([N:8]([C@H:10]1[CH2:15][CH2:14][C@H:13]([C:16]([NH:18][C:19]2[C:23]3[CH:24]=[C:25]([C:28]([O:30][CH3:31])=[O:29])[CH:26]=[CH:27][C:22]=3[O:21][C:20]=2[C:32]([NH:34][C:35]2[CH:40]=[CH:39][C:38]([Cl:41])=[CH:37][N:36]=2)=[O:33])=[O:17])[CH2:12][CH2:11]1)C)=O)(C)(C)C.Cl, predict the reaction product. The product is: [ClH:41].[CH3:31][O:30][C:28]([C:25]1[CH:26]=[CH:27][C:22]2[O:21][C:20]([C:32]([NH:34][C:35]3[CH:40]=[CH:39][C:38]([Cl:41])=[CH:37][N:36]=3)=[O:33])=[C:19]([NH:18][C:16]([C@H:13]3[CH2:12][CH2:11][C@H:10]([NH:8][CH3:6])[CH2:15][CH2:14]3)=[O:17])[C:23]=2[CH:24]=1)=[O:29]. (4) Given the reactants [Br:1][C:2]1[CH:7]=[CH:6][CH:5]=[C:4]([NH:8][NH2:9])[N:3]=1.[CH:10]1[CH:15]=[C:14]([CH:16]([CH:19]=O)[CH:17]=O)[N:13]=[CH:12][CH:11]=1.CCCCCC, predict the reaction product. The product is: [Br:1][C:2]1[CH:7]=[CH:6][CH:5]=[C:4]([N:8]2[CH:19]=[C:16]([C:14]3[CH:15]=[CH:10][CH:11]=[CH:12][N:13]=3)[CH:17]=[N:9]2)[N:3]=1. (5) The product is: [CH2:1]([N:8]1[C@@H:13]2[C@H:14]([S:16]([C:19]3[CH:20]=[CH:21][CH:22]=[CH:23][CH:24]=3)(=[O:17])=[O:18])[CH2:15][C@@:9]1([C:26]1[CH:31]=[CH:30][CH:29]=[CH:28][CH:27]=1)[C:10](=[O:25])[CH2:11][CH2:12]2)[C:2]1[CH:7]=[CH:6][CH:5]=[CH:4][CH:3]=1. Given the reactants [CH2:1]([N:8]1[C@@H:13]2[C@H:14]([S:16]([C:19]3[CH:24]=[CH:23][CH:22]=[CH:21][CH:20]=3)(=[O:18])=[O:17])[CH2:15][C@@:9]1([C:26]1[CH:31]=[CH:30][CH:29]=[CH:28][CH:27]=1)[C:10](=[O:25])[CH:11]=[CH:12]2)[C:2]1[CH:7]=[CH:6][CH:5]=[CH:4][CH:3]=1, predict the reaction product. (6) Given the reactants [Br:1][C:2]1[CH:7]=[CH:6][C:5]([OH:8])=[C:4]([Cl:9])[CH:3]=1.P(OC1C=CC=CC=1)(OC1C=CC=CC=1)(O[CH2:13][CH2:14][C:15]([CH3:17])=[CH2:16])=O, predict the reaction product. The product is: [Br:1][C:2]1[CH:7]=[CH:6][C:5]([O:8][CH2:13][CH2:14][C:15]([CH3:17])=[CH2:16])=[C:4]([Cl:9])[CH:3]=1. (7) Given the reactants [Br:1][C:2]1[C:11]2[C:6](=[C:7]([Br:13])[C:8]([OH:12])=[CH:9][CH:10]=2)[CH:5]=[CH:4][C:3]=1[OH:14].N1C=CC=CC=1.[F:21][C:22]([F:35])([F:34])[S:23](O[S:23]([C:22]([F:35])([F:34])[F:21])(=[O:25])=[O:24])(=[O:25])=[O:24].Cl, predict the reaction product. The product is: [F:21][C:22]([F:35])([F:34])[S:23]([O:12][C:8]1[CH:9]=[CH:10][C:11]2[C:6](=[CH:5][CH:4]=[C:3]([O:14][S:23]([C:22]([F:21])([F:34])[F:35])(=[O:24])=[O:25])[C:2]=2[Br:1])[C:7]=1[Br:13])(=[O:25])=[O:24]. (8) Given the reactants [Cl:1][C:2]1[CH:34]=[C:33]([Cl:35])[CH:32]=[CH:31][C:3]=1[CH2:4][N:5]1[C:9]([CH2:10][CH2:11][CH2:12][O:13][C:14]2[C:19]([O:20][CH3:21])=[CH:18][CH:17]=[CH:16][C:15]=2[CH2:22][C:23]([O:25][CH3:26])=[O:24])=[CH:8][C:7]([O:27]COC)=[N:6]1, predict the reaction product. The product is: [Cl:1][C:2]1[CH:34]=[C:33]([Cl:35])[CH:32]=[CH:31][C:3]=1[CH2:4][N:5]1[C:9]([CH2:10][CH2:11][CH2:12][O:13][C:14]2[C:19]([O:20][CH3:21])=[CH:18][CH:17]=[CH:16][C:15]=2[CH2:22][C:23]([O:25][CH3:26])=[O:24])=[CH:8][C:7]([OH:27])=[N:6]1. (9) Given the reactants C([O:5][C:6](=[O:41])[CH2:7][CH2:8][O:9][CH2:10][CH2:11][O:12][CH2:13][CH2:14][O:15][CH2:16][CH2:17][NH:18][C:19](=[O:40])[CH2:20][CH2:21][CH2:22][C:23](=[O:39])[NH:24][C:25]1[CH:30]=[CH:29][C:28]([CH2:31][CH2:32][C:33](=[O:38])[CH2:34][C:35](=[O:37])[CH3:36])=[CH:27][CH:26]=1)(C)(C)C.CCN(C(C)C)C(C)C.O[N:52]1[C:56](=[O:57])[CH2:55][CH2:54][C:53]1=[O:58].C(Cl)CCl, predict the reaction product. The product is: [O:58]=[C:53]1[CH2:54][CH2:55][C:56](=[O:57])[N:52]1[O:5][C:6](=[O:41])[CH2:7][CH2:8][O:9][CH2:10][CH2:11][O:12][CH2:13][CH2:14][O:15][CH2:16][CH2:17][NH:18][C:19](=[O:40])[CH2:20][CH2:21][CH2:22][C:23](=[O:39])[NH:24][C:25]1[CH:26]=[CH:27][C:28]([CH2:31][CH2:32][C:33](=[O:38])[CH2:34][C:35](=[O:37])[CH3:36])=[CH:29][CH:30]=1. (10) Given the reactants Cl[C:2]1[N:7]=[N:6][C:5]([N:8]2[CH2:13][CH2:12][CH:11]([CH2:14][NH:15]C(=O)C(F)(F)F)[CH2:10][CH2:9]2)=[CH:4][C:3]=1[C:22]1[CH:31]=[CH:30][C:29]2[C:24](=[CH:25][CH:26]=[CH:27][CH:28]=2)[CH:23]=1.ClC1N=NC(Cl)=CC=1C1C=CC2C(=CC=CC=2)C=1.FC(F)(F)C(NCC1CCNCC1)=O.C(N(C(C)C)CC)(C)C, predict the reaction product. The product is: [CH:23]1[C:24]2[C:29](=[CH:28][CH:27]=[CH:26][CH:25]=2)[CH:30]=[CH:31][C:22]=1[C:3]1[CH:4]=[C:5]([N:8]2[CH2:13][CH2:12][CH:11]([CH2:14][NH2:15])[CH2:10][CH2:9]2)[N:6]=[N:7][CH:2]=1.